From a dataset of NCI-60 drug combinations with 297,098 pairs across 59 cell lines. Regression. Given two drug SMILES strings and cell line genomic features, predict the synergy score measuring deviation from expected non-interaction effect. (1) Drug 1: C1=CN(C=N1)CC(O)(P(=O)(O)O)P(=O)(O)O. Drug 2: C1=NC2=C(N1)C(=S)N=CN2. Cell line: TK-10. Synergy scores: CSS=34.8, Synergy_ZIP=-0.526, Synergy_Bliss=2.68, Synergy_Loewe=-19.4, Synergy_HSA=1.80. (2) Drug 1: C1=CC(=C2C(=C1NCCNCCO)C(=O)C3=C(C=CC(=C3C2=O)O)O)NCCNCCO. Drug 2: CC(C1=C(C=CC(=C1Cl)F)Cl)OC2=C(N=CC(=C2)C3=CN(N=C3)C4CCNCC4)N. Cell line: CCRF-CEM. Synergy scores: CSS=53.3, Synergy_ZIP=-3.12, Synergy_Bliss=-7.86, Synergy_Loewe=-14.4, Synergy_HSA=-5.87.